From a dataset of Reaction yield outcomes from USPTO patents with 853,638 reactions. Predict the reaction yield, written as a fraction of the theoretical maximum amount of product (1.0 means a 100% yield; for example, 0.34 means a 34% yield). (1) The reactants are [N+:1]([C:4]1[CH:26]=[CH:25][C:7]([O:8][C:9]2[CH:14]=[CH:13][N:12]=[C:11]3[CH:15]=[C:16]([C:18]4[CH:23]=[CH:22][C:21]([OH:24])=[CH:20][CH:19]=4)[S:17][C:10]=23)=[CH:6][CH:5]=1)([O-])=O.NC1C=CC(OC2C=CN=C3C=C(C4C=CC(O)=CC=4)SC=23)=C(F)C=1. No catalyst specified. The product is [NH2:1][C:4]1[CH:26]=[CH:25][C:7]([O:8][C:9]2[CH:14]=[CH:13][N:12]=[C:11]3[CH:15]=[C:16]([C:18]4[CH:23]=[CH:22][C:21]([OH:24])=[CH:20][CH:19]=4)[S:17][C:10]=23)=[CH:6][CH:5]=1. The yield is 0.830. (2) The reactants are [C:1]12([CH2:11][CH2:12][NH:13][CH2:14][CH2:15][CH3:16])[CH2:10][CH:5]3[CH2:6][CH:7]([CH2:9][CH:3]([CH2:4]3)[CH2:2]1)[CH2:8]2.[N:17]1[CH:22]=[CH:21][C:20]([CH2:23][CH2:24][CH2:25][CH2:26][C:27]([OH:29])=O)=[CH:19][CH:18]=1.CN1CCOCC1.Cl.C(N=C=NCCCN(C)C)C. The catalyst is CN(C)C=O. The product is [C:1]12([CH2:11][CH2:12][N:13]([CH2:14][CH2:15][CH3:16])[C:27](=[O:29])[CH2:26][CH2:25][CH2:24][CH2:23][C:20]3[CH:19]=[CH:18][N:17]=[CH:22][CH:21]=3)[CH2:8][CH:7]3[CH2:6][CH:5]([CH2:4][CH:3]([CH2:9]3)[CH2:2]1)[CH2:10]2. The yield is 0.330.